From a dataset of Forward reaction prediction with 1.9M reactions from USPTO patents (1976-2016). Predict the product of the given reaction. (1) Given the reactants [CH3:1][C@@:2]12[C:8]([CH3:10])([CH3:9])[C@@H:5]([CH2:6][CH2:7]1)[C:4](=O)[C:3]2=O.COP([CH2:19][C:20]([C:22]1[CH:27]=[CH:26][CH:25]=[CH:24][C:23]=1[O:28][CH3:29])=O)(=O)OC.O.[NH2:31][NH2:32], predict the reaction product. The product is: [CH3:29][O:28][C:23]1[CH:24]=[CH:25][CH:26]=[CH:27][C:22]=1[C:20]1[CH:19]=[C:4]2[C:3]([C@:2]3([CH3:1])[C:8]([CH3:10])([CH3:9])[C@H:5]2[CH2:6][CH2:7]3)=[N:32][N:31]=1. (2) The product is: [CH3:38][S:39]([OH:42])(=[O:41])=[O:40].[C:1]([N:4]1[CH2:9][CH2:8][N:7]([C:10]2[N:11]([CH2:32][C:33]([F:36])([F:35])[F:34])[C:12]3[C:17]([N:18]=2)=[C:16]([N:19]2[CH2:20][CH2:21][O:22][CH2:23][CH2:24]2)[N:15]=[C:14]([C:25]2[CH:26]=[N:27][C:28]([NH2:31])=[N:29][CH:30]=2)[N:13]=3)[CH2:6][C@@H:5]1[CH3:37])(=[O:3])[CH3:2]. Given the reactants [C:1]([N:4]1[CH2:9][CH2:8][N:7]([C:10]2[N:11]([CH2:32][C:33]([F:36])([F:35])[F:34])[C:12]3[C:17]([N:18]=2)=[C:16]([N:19]2[CH2:24][CH2:23][O:22][CH2:21][CH2:20]2)[N:15]=[C:14]([C:25]2[CH:26]=[N:27][C:28]([NH2:31])=[N:29][CH:30]=2)[N:13]=3)[CH2:6][C@@H:5]1[CH3:37])(=[O:3])[CH3:2].[CH3:38][S:39]([OH:42])(=[O:41])=[O:40], predict the reaction product.